Task: Predict the reactants needed to synthesize the given product.. Dataset: Full USPTO retrosynthesis dataset with 1.9M reactions from patents (1976-2016) (1) The reactants are: C1C2C(COC([NH:18][C:19]([CH3:65])([C:21]([NH:23][C@H:24]([C:28]([N:30]([C@@H:32]([C@@H:61]([CH3:64])[CH2:62][CH3:63])[C@H:33]([O:59][CH3:60])[CH2:34][C:35]([N:37]3[CH2:41][CH2:40][CH2:39][C@H:38]3[C@H:42]([O:57][CH3:58])[C@@H:43]([CH3:56])[C:44]([NH:46][CH2:47][CH2:48][CH:49]3[CH:55]=[CH:54][CH:53]=[CH:52][CH:51]=[CH:50]3)=[O:45])=[O:36])[CH3:31])=[O:29])[CH:25]([CH3:27])[CH3:26])=[O:22])[CH3:20])=O)C3C(=CC=CC=3)C=2C=CC=1.C(N(CC)CC)C. Given the product [CH3:20][C:19]([C:21]([NH:23][C@H:24]([C:28]([N:30]([C@@H:32]([C@@H:61]([CH3:64])[CH2:62][CH3:63])[C@H:33]([O:59][CH3:60])[CH2:34][C:35]([N:37]1[CH2:41][CH2:40][CH2:39][C@H:38]1[C@H:42]([O:57][CH3:58])[C@@H:43]([CH3:56])[C:44]([NH:46][CH2:47][CH2:48][CH:49]1[CH:55]=[CH:54][CH:53]=[CH:52][CH:51]=[CH:50]1)=[O:45])=[O:36])[CH3:31])=[O:29])[CH:25]([CH3:27])[CH3:26])=[O:22])([CH3:65])[NH2:18], predict the reactants needed to synthesize it. (2) The reactants are: [CH2:1]([N:5]1[C:9](=[O:10])[C:8](Cl)=[C:7]([C:12]2[CH:17]=[CH:16][CH:15]=[CH:14][CH:13]=2)[S:6]1(=[O:19])=[O:18])[CH2:2][CH2:3][CH3:4].[NH2:20][C:21]1[NH:25][C:24]2[CH:26]=[CH:27][CH:28]=[CH:29][C:23]=2[N:22]=1. Given the product [NH:22]1[C:23]2[CH:29]=[CH:28][CH:27]=[CH:26][C:24]=2[N:25]=[C:21]1[NH:20][C:8]1[C:9](=[O:10])[N:5]([CH2:1][CH2:2][CH2:3][CH3:4])[S:6](=[O:19])(=[O:18])[C:7]=1[C:12]1[CH:17]=[CH:16][CH:15]=[CH:14][CH:13]=1, predict the reactants needed to synthesize it. (3) Given the product [Br:1][C:2]1[C:3](=[O:17])[NH:4][C:5](=[O:16])[N:6]([CH2:8][CH2:9][CH:10]([CH3:11])[CH3:15])[N:7]=1, predict the reactants needed to synthesize it. The reactants are: [Br:1][C:2]1[C:3](=[O:17])[NH:4][C:5](=[O:16])[N:6]([CH2:8][CH2:9][C:10]2[CH:15]=CC=C[CH:11]=2)[N:7]=1.ICCC(C)C. (4) Given the product [CH3:14][CH:5]([C:6]([NH:8][CH2:9][C:10]([F:11])([F:12])[F:13])=[O:7])[C:4]([OH:15])=[O:3], predict the reactants needed to synthesize it. The reactants are: C([O:3][C:4](=[O:15])[CH:5]([CH3:14])[C:6]([NH:8][CH2:9][C:10]([F:13])([F:12])[F:11])=[O:7])C.[OH-].[Li+]. (5) Given the product [C:19]([O:23][C:24]([N:26]1[CH2:31][CH2:30][CH2:29][C@H:28]([O:1][C:2]2[CH:3]=[C:4]3[C:9](=[CH:10][CH:11]=2)[C:8](=[O:12])[NH:7][CH:6]=[CH:5]3)[CH2:27]1)=[O:25])([CH3:22])([CH3:20])[CH3:21], predict the reactants needed to synthesize it. The reactants are: [OH:1][C:2]1[CH:3]=[C:4]2[C:9](=[CH:10][CH:11]=1)[C:8](=[O:12])[NH:7][CH:6]=[CH:5]2.C(=O)([O-])[O-].[K+].[K+].[C:19]([O:23][C:24]([N:26]1[CH2:31][CH2:30][CH2:29][C@@H:28](OS(C)(=O)=O)[CH2:27]1)=[O:25])([CH3:22])([CH3:21])[CH3:20]. (6) The reactants are: [CH3:1][O:2][C:3]1[CH:8]=[C:7]([N+:9]([O-])=O)[CH:6]=[CH:5][C:4]=1[C:12]1[CH:17]=[CH:16][N:15]=[C:14]([NH2:18])[CH:13]=1.O.O.[Sn](Cl)(Cl)(Cl)Cl.[OH-].[NH4+]. Given the product [NH2:9][C:7]1[CH:6]=[CH:5][C:4]([C:12]2[CH:17]=[CH:16][N:15]=[C:14]([NH2:18])[CH:13]=2)=[C:3]([O:2][CH3:1])[CH:8]=1, predict the reactants needed to synthesize it. (7) The reactants are: [CH:1]1([C:4]2[N:8]([CH3:9])[C:7]3[CH:10]=[C:11]([N:14]4[CH:19]=[CH:18][C:17]([OH:20])=[CH:16][C:15]4=[O:21])[CH:12]=[CH:13][C:6]=3[N:5]=2)[CH2:3][CH2:2]1.[Cl:22][C:23]1[S:24][CH:25]=[CH:26][C:27]=1[CH2:28]O.C(P(CCCC)CCCC)CCC.N(C(N1CCCCC1)=O)=NC(N1CCCCC1)=O. Given the product [Cl:22][C:23]1[S:24][CH:25]=[CH:26][C:27]=1[CH2:28][O:20][C:17]1[CH:18]=[CH:19][N:14]([C:11]2[CH:12]=[CH:13][C:6]3[N:5]=[C:4]([CH:1]4[CH2:2][CH2:3]4)[N:8]([CH3:9])[C:7]=3[CH:10]=2)[C:15](=[O:21])[CH:16]=1, predict the reactants needed to synthesize it. (8) Given the product [Cl:21][C:2]1[CH:7]=[C:6]([C:8]2[C:9]([C:14]3[CH:19]=[CH:18][C:17]([F:20])=[CH:16][CH:15]=3)=[N:10][O:11][C:12]=2[CH3:13])[CH:5]=[CH:4][N:3]=1, predict the reactants needed to synthesize it. The reactants are: F[C:2]1[CH:7]=[C:6]([C:8]2[C:9]([C:14]3[CH:19]=[CH:18][C:17]([F:20])=[CH:16][CH:15]=3)=[N:10][O:11][C:12]=2[CH3:13])[CH:5]=[CH:4][N:3]=1.[ClH:21].